Dataset: Peptide-MHC class II binding affinity with 134,281 pairs from IEDB. Task: Regression. Given a peptide amino acid sequence and an MHC pseudo amino acid sequence, predict their binding affinity value. This is MHC class II binding data. (1) The peptide sequence is SVQVRGELAAEEVEV. The binding affinity (normalized) is 0.387. The MHC is HLA-DQA10101-DQB10501 with pseudo-sequence HLA-DQA10101-DQB10501. (2) The peptide sequence is ATEVVRRLTATAHRG. The MHC is HLA-DQA10102-DQB10502 with pseudo-sequence HLA-DQA10102-DQB10502. The binding affinity (normalized) is 0.0782. (3) The peptide sequence is FFVFLALAGRSCTEE. The MHC is DRB1_0802 with pseudo-sequence DRB1_0802. The binding affinity (normalized) is 0.0392. (4) The peptide sequence is GRGGWCYYAAAQKEV. The MHC is DRB1_1101 with pseudo-sequence DRB1_1101. The binding affinity (normalized) is 0.637. (5) The peptide sequence is GFPVRPQVPLRPMTYKGAFDL. The MHC is HLA-DQA10102-DQB10602 with pseudo-sequence HLA-DQA10102-DQB10602. The binding affinity (normalized) is 0.0851. (6) The peptide sequence is AAEILRPTKRFPPALPIWAR. The MHC is DRB1_1501 with pseudo-sequence DRB1_1501. The binding affinity (normalized) is 0.706. (7) The peptide sequence is PASWKNNRIWLQFAK. The MHC is HLA-DQA10401-DQB10402 with pseudo-sequence HLA-DQA10401-DQB10402. The binding affinity (normalized) is 0.227. (8) The peptide sequence is STVFLVPRRHGKTWF. The MHC is DRB1_0401 with pseudo-sequence DRB1_0401. The binding affinity (normalized) is 0.152. (9) The peptide sequence is LNYMSPHHKKLAQAV. The MHC is HLA-DQA10501-DQB10302 with pseudo-sequence HLA-DQA10501-DQB10302. The binding affinity (normalized) is 0.341.